The task is: Predict the reactants needed to synthesize the given product.. This data is from Full USPTO retrosynthesis dataset with 1.9M reactions from patents (1976-2016). (1) Given the product [CH:16]([NH:19][C:2]1[N:7]2[N:8]=[C:9]([NH2:11])[N:10]=[C:6]2[CH:5]=[C:4]([C:12]([F:15])([F:14])[F:13])[CH:3]=1)([CH3:18])[CH3:17], predict the reactants needed to synthesize it. The reactants are: Cl[C:2]1[N:7]2[N:8]=[C:9]([NH2:11])[N:10]=[C:6]2[CH:5]=[C:4]([C:12]([F:15])([F:14])[F:13])[CH:3]=1.[CH:16]([NH2:19])([CH3:18])[CH3:17]. (2) Given the product [F:8][C:7]1[C:2]([N:1]=[CH:20][N:21]([CH3:23])[CH3:22])=[N:3][C:4]([O:9][N:10]=[CH:11][C:12]2[CH:17]=[CH:16][C:15]([O:18][CH3:19])=[CH:14][CH:13]=2)=[N:5][CH:6]=1, predict the reactants needed to synthesize it. The reactants are: [NH2:1][C:2]1[C:7]([F:8])=[CH:6][N:5]=[C:4]([O:9][N:10]=[CH:11][C:12]2[CH:17]=[CH:16][C:15]([O:18][CH3:19])=[CH:14][CH:13]=2)[N:3]=1.[CH3:20][N:21]([CH:23](OC)OC)[CH3:22]. (3) Given the product [NH2:1][C:2]1[C:7]([C:11]2[S:12][C:13]3[CH:19]=[CH:18][C:17]([C:20]([OH:22])=[O:21])=[CH:16][C:14]=3[CH:15]=2)=[CH:6][CH:5]=[CH:4][N:3]=1, predict the reactants needed to synthesize it. The reactants are: [NH2:1][C:2]1[C:7](I)=[CH:6][CH:5]=[CH:4][N:3]=1.OB(O)[C:11]1[S:12][C:13]2[CH:19]=[CH:18][C:17]([C:20]([OH:22])=[O:21])=[CH:16][C:14]=2[CH:15]=1.C(=O)([O-])[O-].[Na+].[Na+].C1C=CC(P(C2C=CC=CC=2)C2C=CC=CC=2)=CC=1. (4) Given the product [CH3:1][N:2]1[CH2:7][CH2:6][C:5]([C:23]2[CH:28]=[CH:27][C:26]([F:29])=[CH:25][CH:24]=2)([CH:8]([O:20][CH:21]=[CH2:22])[C:9]2[C:18]3[C:13](=[CH:14][CH:15]=[CH:16][CH:17]=3)[CH:12]=[C:11]([C:35]#[N:36])[CH:10]=2)[CH2:4][CH2:3]1, predict the reactants needed to synthesize it. The reactants are: [CH3:1][N:2]1[CH2:7][CH2:6][C:5]([C:23]2[CH:28]=[CH:27][C:26]([F:29])=[CH:25][CH:24]=2)([CH:8]([O:20][CH:21]=[CH2:22])[C:9]2[C:18]3[C:13](=[CH:14][CH:15]=[CH:16][CH:17]=3)[CH:12]=[C:11](Br)[CH:10]=2)[CH2:4][CH2:3]1.C([O-])(O)=O.[Na+].[CH3:35][N:36](C=O)C.